Dataset: Peptide-MHC class I binding affinity with 185,985 pairs from IEDB/IMGT. Task: Regression. Given a peptide amino acid sequence and an MHC pseudo amino acid sequence, predict their binding affinity value. This is MHC class I binding data. (1) The peptide sequence is YTVKYPNY. The binding affinity (normalized) is 0. The MHC is H-2-Kb with pseudo-sequence H-2-Kb. (2) The peptide sequence is TQYNRYLALY. The MHC is HLA-A11:01 with pseudo-sequence HLA-A11:01. The binding affinity (normalized) is 0.320. (3) The peptide sequence is GRGPIRFVL. The MHC is HLA-A11:01 with pseudo-sequence HLA-A11:01. The binding affinity (normalized) is 0.0847. (4) The binding affinity (normalized) is 0.342. The peptide sequence is ARLFGIRAK. The MHC is HLA-A03:01 with pseudo-sequence HLA-A03:01.